Dataset: Reaction yield outcomes from USPTO patents with 853,638 reactions. Task: Predict the reaction yield, written as a fraction of the theoretical maximum amount of product (1.0 means a 100% yield; for example, 0.34 means a 34% yield). (1) The reactants are [Br:1][CH:2]1[CH2:6][CH:5]([O:7][CH3:8])[CH2:4][CH:3]1[OH:9].CC(OI1(OC(C)=O)(OC(C)=O)OC(=O)C2C=CC=CC1=2)=O. The catalyst is ClCCl.O. The product is [Br:1][CH:2]1[CH2:6][CH:5]([O:7][CH3:8])[CH2:4][C:3]1=[O:9]. The yield is 0.810. (2) The reactants are FC(F)(F)C(O)=O.[Cl:8][C:9]1[C:10]([NH:30][C:31](=[O:39])[CH2:32][CH:33]2[CH2:38][CH2:37][CH2:36][CH2:35][CH2:34]2)=[C:11]2[C:16](=[CH:17][CH:18]=1)[N:15]=[C:14]([CH2:19][CH2:20][CH2:21][NH:22]C(=O)OC(C)(C)C)[CH:13]=[CH:12]2. The catalyst is ClCCl. The product is [NH3:15].[NH2:22][CH2:21][CH2:20][CH2:19][C:14]1[CH:13]=[CH:12][C:11]2[C:16](=[CH:17][CH:18]=[C:9]([Cl:8])[C:10]=2[NH:30][C:31](=[O:39])[CH2:32][CH:33]2[CH2:38][CH2:37][CH2:36][CH2:35][CH2:34]2)[N:15]=1. The yield is 0.100.